From a dataset of Forward reaction prediction with 1.9M reactions from USPTO patents (1976-2016). Predict the product of the given reaction. (1) Given the reactants [N+:1]([O:4][CH:5]([CH2:35][O:36][N+:37]([O-:39])=[O:38])[CH2:6][CH2:7][CH2:8][O:9][C:10]([O:12][CH2:13]/[C:14](/[C:25]1[CH:30]=[CH:29][C:28]([S:31]([CH3:34])(=[O:33])=[O:32])=[CH:27][CH:26]=1)=[C:15](/[C:19]1[CH:24]=[CH:23][CH:22]=[CH:21][CH:20]=1)\[C:16]([OH:18])=[O:17])=[O:11])([O-:3])=[O:2].[CH2:40](I)[CH3:41].C(=O)([O-])[O-].[K+].[K+], predict the reaction product. The product is: [N+:1]([O:4][CH:5]([CH2:35][O:36][N+:37]([O-:39])=[O:38])[CH2:6][CH2:7][CH2:8][O:9][C:10]([O:12][CH2:13]/[C:14](/[C:25]1[CH:30]=[CH:29][C:28]([S:31]([CH3:34])(=[O:32])=[O:33])=[CH:27][CH:26]=1)=[C:15](/[C:19]1[CH:24]=[CH:23][CH:22]=[CH:21][CH:20]=1)\[C:16]([O:18][CH2:40][CH3:41])=[O:17])=[O:11])([O-:3])=[O:2]. (2) Given the reactants I[C:2]1[C:10]2[C:5](=[CH:6][CH:7]=[CH:8][C:9]=2[N+:11]([O-:13])=[O:12])[N:4]([CH2:14][C:15]2[S:16][CH:17]=[C:18]([CH3:20])[N:19]=2)[N:3]=1.[CH2:21](N(CC)CC)[CH3:22].[B-](F)(F)(F)C=C.[K+].ClCCl, predict the reaction product. The product is: [CH3:20][C:18]1[N:19]=[C:15]([CH2:14][N:4]2[C:5]3[C:10](=[C:9]([N+:11]([O-:13])=[O:12])[CH:8]=[CH:7][CH:6]=3)[C:2]([CH:21]=[CH2:22])=[N:3]2)[S:16][CH:17]=1. (3) Given the reactants I[C:2]1[CH:3]=[C:4]([C:20]([NH:22][CH3:23])=[O:21])[C:5](=[O:19])[N:6]([C:9]2[CH:14]=[CH:13][CH:12]=[C:11]([C:15]([F:18])([F:17])[F:16])[CH:10]=2)[C:7]=1[CH3:8].[Cl:24][C:25]1[CH:30]=[CH:29][C:28]([C:31]#[CH:32])=[CH:27][CH:26]=1.CCN(C(C)C)C(C)C, predict the reaction product. The product is: [Cl:24][C:25]1[CH:30]=[CH:29][C:28]([C:31]#[C:32][C:2]2[CH:3]=[C:4]([C:20]([NH:22][CH3:23])=[O:21])[C:5](=[O:19])[N:6]([C:9]3[CH:14]=[CH:13][CH:12]=[C:11]([C:15]([F:18])([F:17])[F:16])[CH:10]=3)[C:7]=2[CH3:8])=[CH:27][CH:26]=1. (4) Given the reactants [NH2:1][C:2]1[C:10]([N+:11]([O-:13])=[O:12])=[CH:9][CH:8]=[CH:7][C:3]=1[C:4]([OH:6])=[O:5].[N+](=[CH2:16])=[N-], predict the reaction product. The product is: [CH3:16][O:5][C:4](=[O:6])[C:3]1[CH:7]=[CH:8][CH:9]=[C:10]([N+:11]([O-:13])=[O:12])[C:2]=1[NH2:1]. (5) Given the reactants N1C=CN=C1.[C:6]([Si:10]([CH3:13])([CH3:12])Cl)([CH3:9])([CH3:8])[CH3:7].[Br:14][CH2:15][CH2:16][CH2:17][OH:18].CCOC(C)=O, predict the reaction product. The product is: [Br:14][CH2:15][CH2:16][CH2:17][O:18][Si:10]([CH3:13])([CH3:12])[C:6]([CH3:9])([CH3:8])[CH3:7]. (6) Given the reactants [CH3:1][NH:2][CH2:3][C:4]1[S:8][C:7]2[CH:9]=[CH:10][CH:11]=[CH:12][C:6]=2[C:5]=1[CH3:13].CNCC1C=CC2C(=CC=CC=2)C=1CCC.[ClH:30].[O:31]=[C:32]1[C@H:41]2[N:37]([CH2:38][CH2:39][CH2:40]2)[CH2:36][C:35]2[CH:42]=[C:43](/[CH:46]=[CH:47]/[C:48](O)=[O:49])[CH:44]=[N:45][C:34]=2[NH:33]1.Cl.CN1CC2C=C(/C=C/C(O)=O)C=NC=2NC(=O)C1, predict the reaction product. The product is: [ClH:30].[CH3:1][N:2]([CH2:3][C:4]1[S:8][C:7]2[CH:9]=[CH:10][CH:11]=[CH:12][C:6]=2[C:5]=1[CH3:13])[C:48](=[O:49])/[CH:47]=[CH:46]/[C:43]1[CH:44]=[N:45][C:34]2[NH:33][C:32](=[O:31])[C@H:41]3[N:37]([CH2:38][CH2:39][CH2:40]3)[CH2:36][C:35]=2[CH:42]=1. (7) Given the reactants [S:1]1[C:5]2[CH:6]=[C:7]([NH2:10])[CH:8]=[CH:9][C:4]=2[N:3]=[CH:2]1.[Br:11]Br.O, predict the reaction product. The product is: [Br:11][C:6]1[C:5]2[S:1][CH:2]=[N:3][C:4]=2[CH:9]=[CH:8][C:7]=1[NH2:10]. (8) Given the reactants [C:1]([O:4][C@@H:5]1[C@@H:18]([O:19][C:20](=[O:22])[CH3:21])[C@H:17]([O:23][C:24](=[O:26])[CH3:25])[CH2:16][S:15][C@H:6]1[O:7][C:8]1[CH:9]=[N:10][CH:11]=[CH:12][C:13]=1Br)(=[O:3])[CH3:2].[N:27]1[CH:32]=[CH:31][CH:30]=[C:29](B(O)O)[CH:28]=1, predict the reaction product. The product is: [C:1]([O:4][C@@H:5]1[C@@H:18]([O:19][C:20](=[O:22])[CH3:21])[C@H:17]([O:23][C:24](=[O:26])[CH3:25])[CH2:16][S:15][C@H:6]1[O:7][C:8]1[CH:9]=[N:10][CH:11]=[CH:12][C:13]=1[C:29]1[CH:28]=[N:27][CH:32]=[CH:31][CH:30]=1)(=[O:3])[CH3:2]. (9) Given the reactants Br[C:2]1[CH:7]=[CH:6][C:5]([O:8][CH2:9][CH2:10][CH2:11][O:12][CH3:13])=[CH:4][CH:3]=1.[OH:14][C:15]1[CH:20]=[C:19]([CH3:21])[C:18]([C:22](=[O:24])[CH3:23])=[C:17]([CH3:25])[CH:16]=1.Cl.CN(C)CC(O)=O.C(=O)([O-])[O-].[Cs+].[Cs+], predict the reaction product. The product is: [CH3:13][O:12][CH2:11][CH2:10][CH2:9][O:8][C:5]1[CH:6]=[CH:7][C:2]([O:14][C:15]2[CH:16]=[C:17]([CH3:25])[C:18]([C:22](=[O:24])[CH3:23])=[C:19]([CH3:21])[CH:20]=2)=[CH:3][CH:4]=1. (10) The product is: [NH2:62][C:61]1[N:57]([CH3:56])[N+:58]([CH2:18][C:15]2[CH2:16][S:17][C@@H:12]3[C@H:11]([NH:10][C:8](=[O:9])/[C:7](/[C:4]4[N:3]=[C:2]([NH2:1])[S:6][N:5]=4)=[N:34]\[O:35][C:36]([C:39]([OH:41])=[O:40])([CH3:38])[CH3:37])[C:32](=[O:33])[N:13]3[C:14]=2[C:20]([O-:22])=[O:21])=[CH:59][C:60]=1[NH:82][C:83](=[O:97])[C:84]([NH:86][CH2:87][CH2:88][NH2:89])=[O:85]. Given the reactants [NH2:1][C:2]1[S:6][N:5]=[C:4](/[C:7](=[N:34]/[O:35][C:36]([C:39]([O:41]C(C)(C)C)=[O:40])([CH3:38])[CH3:37])/[C:8]([NH:10][C@@H:11]2[C:32](=[O:33])[N:13]3[C:14]([C:20]([O:22]CC4C=CC(OC)=CC=4)=[O:21])=[C:15]([CH2:18]Cl)[CH2:16][S:17][C@H:12]23)=[O:9])[N:3]=1.C[Si](C)(C)NC(=O)C.[I-].[K+].[CH3:56][N:57]1[C:61]([NH:62]C(C2C=CC=CC=2)(C2C=CC=CC=2)C2C=CC=CC=2)=[C:60]([NH:82][C:83](=[O:97])[C:84]([NH:86][CH2:87][CH2:88][NH:89]C(=O)OC(C)(C)C)=[O:85])[CH:59]=[N:58]1, predict the reaction product.